From a dataset of CYP2C19 inhibition data for predicting drug metabolism from PubChem BioAssay. Regression/Classification. Given a drug SMILES string, predict its absorption, distribution, metabolism, or excretion properties. Task type varies by dataset: regression for continuous measurements (e.g., permeability, clearance, half-life) or binary classification for categorical outcomes (e.g., BBB penetration, CYP inhibition). Dataset: cyp2c19_veith. (1) The drug is C=CCn1c(-c2ccc(Cl)cc2)ccc(C#N)c1=O. The result is 1 (inhibitor). (2) The drug is C=CC[C@@H]1C=C[C@H](O/N=C\[C@@H](C)[C@H](OCc2ccccc2)C(C)C)[C@H](CO)O1. The result is 0 (non-inhibitor).